From a dataset of Reaction yield outcomes from USPTO patents with 853,638 reactions. Predict the reaction yield, written as a fraction of the theoretical maximum amount of product (1.0 means a 100% yield; for example, 0.34 means a 34% yield). (1) The reactants are C(NC(C)C)(C)C.C([Li])CCC.[I:13][C:14]1[CH:19]=[CH:18][C:17]([CH2:20][C:21]([OH:23])=[O:22])=[CH:16][CH:15]=1.I[CH2:25][CH:26]1[CH2:30][CH2:29][CH2:28][CH2:27]1. The catalyst is O1CCCC1.CN1CCCN(C)C1=O. The product is [CH:26]1([CH2:25][CH:20]([C:17]2[CH:16]=[CH:15][C:14]([I:13])=[CH:19][CH:18]=2)[C:21]([OH:23])=[O:22])[CH2:30][CH2:29][CH2:28][CH2:27]1. The yield is 0.700. (2) The yield is 0.640. The product is [CH3:10][O:9][C:8]1[CH:7]=[CH:6][C:5]([B:11]([OH:13])[OH:12])=[CH:4][C:3]=1[CH:1]1[C:26]2[C:46](=[O:48])[CH2:47][C:36]([CH3:41])([CH3:37])[CH2:24][C:25]=2[O:21][C:19]2[CH2:20][C:15]([CH3:23])([CH3:14])[CH2:16][C:17](=[O:22])[C:18]1=2. The catalyst is O. The reactants are [CH:1]([C:3]1[CH:4]=[C:5]([B:11]([OH:13])[OH:12])[CH:6]=[CH:7][C:8]=1[O:9][CH3:10])=O.[CH3:14][C:15]1([CH3:23])[CH2:20][C:19](=[O:21])[CH2:18][C:17](=[O:22])[CH2:16]1.[CH2:24]([C:36]1[CH:41]=CC=C[C:37]=1S(O)(=O)=O)[CH2:25][CH2:26]CCCCCCCCC.[CH2:46]([OH:48])[CH3:47]. (3) The reactants are [Mg].II.Br[CH:5]([CH2:7][CH2:8][CH3:9])[CH3:6].[CH2:10]([N:17]1[CH2:21][CH:20]([CH2:22]I)[CH2:19][C:18]1=[O:24])[C:11]1[CH:16]=[CH:15][CH:14]=[CH:13][CH:12]=1. The catalyst is C1COCC1. The product is [CH2:10]([N:17]1[CH2:21][CH:20]([CH2:22][CH:5]([CH3:6])[CH2:7][CH2:8][CH3:9])[CH2:19][C:18]1=[O:24])[C:11]1[CH:16]=[CH:15][CH:14]=[CH:13][CH:12]=1. The yield is 0.690. (4) The product is [N:1]1([C:6]([C:8]2[CH:13]=[CH:12][C:11]([C:18]3[CH:19]=[CH:20][C:21]([O:24][CH2:25][CH:26]4[CH2:27][CH2:28][N:29]([C:32]([O:34][CH:35]([CH3:37])[CH3:36])=[O:33])[CH2:30][CH2:31]4)=[CH:22][CH:23]=3)=[CH:10][CH:9]=2)=[O:7])[CH2:5][CH2:4][CH2:3][CH2:2]1. No catalyst specified. The yield is 0.190. The reactants are [N:1]1([C:6]([C:8]2[CH:13]=[CH:12][C:11](B(O)O)=[CH:10][CH:9]=2)=[O:7])[CH2:5][CH2:4][CH2:3][CH2:2]1.Br[C:18]1[CH:23]=[CH:22][C:21]([O:24][CH2:25][CH:26]2[CH2:31][CH2:30][N:29]([C:32]([O:34][CH:35]([CH3:37])[CH3:36])=[O:33])[CH2:28][CH2:27]2)=[CH:20][CH:19]=1. (5) The reactants are I[CH2:2][C:3]#[N:4].[Cl:5][C:6]1[C:7]([CH2:35][N:36]2[CH2:41][CH2:40][NH:39][CH2:38][CH2:37]2)=[C:8]([C:31]([F:34])([F:33])[F:32])[CH:9]=[C:10]2[C:15]=1[NH:14][C:13](=[O:16])[N:12]([CH2:17][C:18]1[CH:23]=[C:22]([Cl:24])[CH:21]=[CH:20][C:19]=1[S:25]([CH2:28][CH3:29])(=[O:27])=[O:26])[C:11]2=[O:30].CCN(C(C)C)C(C)C.C(OCC)(=O)C. The catalyst is C(Cl)(Cl)Cl.C1COCC1. The product is [Cl:5][C:6]1[C:7]([CH2:35][N:36]2[CH2:37][CH2:38][N:39]([CH2:2][C:3]#[N:4])[CH2:40][CH2:41]2)=[C:8]([C:31]([F:34])([F:32])[F:33])[CH:9]=[C:10]2[C:15]=1[NH:14][C:13](=[O:16])[N:12]([CH2:17][C:18]1[CH:23]=[C:22]([Cl:24])[CH:21]=[CH:20][C:19]=1[S:25]([CH2:28][CH3:29])(=[O:27])=[O:26])[C:11]2=[O:30]. The yield is 0.890. (6) The reactants are [F:1][C:2]1[CH:3]=[N:4][CH:5]=[CH:6][CH:7]=1.C([Li])CCC.C(NC(C)C)(C)C.[C:20](=[O:22])=[O:21].Cl. The catalyst is O1CCCC1. The product is [F:1][C:2]1[CH:3]=[N:4][CH:5]=[CH:6][C:7]=1[C:20]([OH:22])=[O:21]. The yield is 0.700. (7) The reactants are C([O:4][CH2:5][C:6]([CH3:52])([CH3:51])[CH2:7][N:8]1[C:14]2[CH:15]=[CH:16][C:17]([Cl:19])=[CH:18][C:13]=2[C@@H:12]([C:20]2[CH:25]=[CH:24][CH:23]=[C:22]([O:26][CH3:27])[C:21]=2[O:28][CH3:29])[O:11][C@H:10]([CH2:30][C:31]([NH:33][C:34]2[CH:49]=[CH:48][C:37]3[NH:38][C:39]([S:41][CH2:42][C:43]([O:45]CC)=[O:44])=[N:40][C:36]=3[CH:35]=2)=[O:32])[C:9]1=[O:50])(=O)C.[OH-].[Na+].Cl. The catalyst is O1CCCC1.C(O)C. The product is [Cl:19][C:17]1[CH:16]=[CH:15][C:14]2[N:8]([CH2:7][C:6]([CH3:52])([CH3:51])[CH2:5][OH:4])[C:9](=[O:50])[C@@H:10]([CH2:30][C:31]([NH:33][C:34]3[CH:49]=[CH:48][C:37]4[NH:38][C:39]([S:41][CH2:42][C:43]([OH:45])=[O:44])=[N:40][C:36]=4[CH:35]=3)=[O:32])[O:11][C@H:12]([C:20]3[CH:25]=[CH:24][CH:23]=[C:22]([O:26][CH3:27])[C:21]=3[O:28][CH3:29])[C:13]=2[CH:18]=1. The yield is 0.785.